This data is from Reaction yield outcomes from USPTO patents with 853,638 reactions. The task is: Predict the reaction yield, written as a fraction of the theoretical maximum amount of product (1.0 means a 100% yield; for example, 0.34 means a 34% yield). (1) The reactants are Cl.[Cl:2][C:3]1[C:12]2[C:7](=[CH:8][C:9]([F:14])=[C:10]([I:13])[CH:11]=2)[N:6]=[CH:5][N:4]=1.O1CCOCC1.Cl.[CH2:22]([O:29][C:30]1[CH:36]=[CH:35][C:33]([NH2:34])=[CH:32][CH:31]=1)[C:23]1[CH:28]=[CH:27][CH:26]=[CH:25][CH:24]=1. The catalyst is ClCCl. The product is [ClH:2].[CH2:22]([O:29][C:30]1[CH:31]=[CH:32][C:33]([NH:34][C:3]2[C:12]3[C:7](=[CH:8][C:9]([F:14])=[C:10]([I:13])[CH:11]=3)[N:6]=[CH:5][N:4]=2)=[CH:35][CH:36]=1)[C:23]1[CH:24]=[CH:25][CH:26]=[CH:27][CH:28]=1. The yield is 0.790. (2) The reactants are [C-:1]#[N:2].[Na+].[NH2:4][C:5]1[CH:10]=[CH:9][C:8]([OH:11])=[CH:7][C:6]=1[F:12].[C:13]1(=O)[CH2:16][CH2:15][CH2:14]1. The catalyst is C(O)(=O)C. The product is [F:12][C:6]1[CH:7]=[C:8]([OH:11])[CH:9]=[CH:10][C:5]=1[NH:4][C:13]1([C:1]#[N:2])[CH2:16][CH2:15][CH2:14]1. The yield is 0.580. (3) The reactants are [Cl:1][C:2]1[CH:21]=[C:20]([Cl:22])[CH:19]=[CH:18][C:3]=1[CH2:4][N:5]1[C:9]([CH2:10][CH2:11][C:12]([O:14][CH2:15][CH3:16])=[O:13])=[CH:8][C:7]([OH:17])=[N:6]1.[CH3:23][O:24][CH2:25][CH2:26]O.C(P(CCCC)CCCC)CCC.N(C(N1CCCCC1)=O)=NC(N1CCCCC1)=O. The catalyst is O1CCCC1. The product is [Cl:1][C:2]1[CH:21]=[C:20]([Cl:22])[CH:19]=[CH:18][C:3]=1[CH2:4][N:5]1[C:9]([CH2:10][CH2:11][C:12]([O:14][CH2:15][CH3:16])=[O:13])=[CH:8][C:7]([O:17][CH2:26][CH2:25][O:24][CH3:23])=[N:6]1. The yield is 0.730. (4) The reactants are CS(O[CH2:6][CH2:7][S:8]([CH3:11])(=[O:10])=[O:9])(=O)=O.[NH2:12][CH2:13][CH2:14][O:15][C:16]1[CH:21]=[CH:20][C:19]([NH:22][C:23](=[O:32])[C:24]2[CH:29]=[CH:28][CH:27]=[C:26]([O:30][CH3:31])[CH:25]=2)=[CH:18][C:17]=1[C:33]1[N:37]([CH3:38])[N:36]=[CH:35][CH:34]=1. The catalyst is CN(C=O)C. The product is [CH3:11][S:8]([CH2:7][CH2:6][NH:12][CH2:13][CH2:14][O:15][C:16]1[CH:21]=[CH:20][C:19]([NH:22][C:23](=[O:32])[C:24]2[CH:29]=[CH:28][CH:27]=[C:26]([O:30][CH3:31])[CH:25]=2)=[CH:18][C:17]=1[C:33]1[N:37]([CH3:38])[N:36]=[CH:35][CH:34]=1)(=[O:10])=[O:9]. The yield is 0.185.